Dataset: Forward reaction prediction with 1.9M reactions from USPTO patents (1976-2016). Task: Predict the product of the given reaction. (1) Given the reactants [Br:1][C:2]1[CH:3]=[C:4]([O:19][C:20]2[CH:25]=[CH:24][CH:23]=[CH:22][CH:21]=2)[C:5]([NH:8][C:9]2[S:10][CH:11]=[C:12]([CH2:14][CH2:15][C:16]([OH:18])=O)[N:13]=2)=[N:6][CH:7]=1.C1C=CC2N(O)N=NC=2C=1.O.CCN(C(C)C)C(C)C.CCN=C=NCCCN(C)C.Cl.[NH2:58][CH2:59][C:60](=[O:62])[CH3:61], predict the reaction product. The product is: [Br:1][C:2]1[CH:3]=[C:4]([O:19][C:20]2[CH:21]=[CH:22][CH:23]=[CH:24][CH:25]=2)[C:5]([NH:8][C:9]2[S:10][CH:11]=[C:12]([CH2:14][CH2:15][C:16]([NH:58][CH2:59][C:60](=[O:62])[CH3:61])=[O:18])[N:13]=2)=[N:6][CH:7]=1. (2) Given the reactants [C:1]([OH:6])(=[O:5])C(C)=O.C(O[CH:10]([O:14][CH2:15][CH3:16])[O:11][CH2:12][CH3:13])C.S(=O)(=O)(O)O.Cl[CH2:23]Cl, predict the reaction product. The product is: [CH2:15]([O:14][C:10]([O:11][CH2:12][CH3:13])([CH3:23])[C:1]([OH:6])=[O:5])[CH3:16]. (3) Given the reactants [CH2:1]([O:3][CH:4]([O:33][CH2:34][CH3:35])[C:5]1[CH:10]=[CH:9][C:8]([CH:11]2[CH:20]([C:21]3[N:22]([CH3:26])[CH:23]=[CH:24][N:25]=3)[C:19](=O)[C:18]3[C:17]([C:28]([O:30]CC)=O)=[CH:16][CH:15]=[CH:14][C:13]=3[NH:12]2)=[CH:7][CH:6]=1)[CH3:2].O.[NH2:37][NH2:38], predict the reaction product. The product is: [CH2:34]([O:33][CH:4]([O:3][CH2:1][CH3:2])[C:5]1[CH:6]=[CH:7][C:8]([CH:11]2[NH:12][C:13]3[C:18]4[C:19](=[N:37][NH:38][C:28](=[O:30])[C:17]=4[CH:16]=[CH:15][CH:14]=3)[CH:20]2[C:21]2[N:22]([CH3:26])[CH:23]=[CH:24][N:25]=2)=[CH:9][CH:10]=1)[CH3:35]. (4) Given the reactants [CH2:1]([O:3][C:4](=[O:25])[CH:5]([C:15]1[CH:20]=[C:19]([O:21][CH3:22])[CH:18]=[CH:17][C:16]=1[O:23][CH3:24])[CH2:6]C1C(Cl)=NC(Cl)=NC=1)[CH3:2].NC1C=CC=CC=1, predict the reaction product. The product is: [CH2:1]([O:3][C:4](=[O:25])[CH:5]([C:15]1[CH:20]=[C:19]([O:21][CH3:22])[CH:18]=[CH:17][C:16]=1[O:23][CH3:24])[CH3:6])[CH3:2].